From a dataset of Full USPTO retrosynthesis dataset with 1.9M reactions from patents (1976-2016). Predict the reactants needed to synthesize the given product. (1) Given the product [Cl:2][C:3]1[CH:4]=[C:5]([CH:25]=[CH:26][C:27]=1[O:28][CH2:33][C:32]1[CH:35]=[CH:36][C:37]([F:38])=[C:30]([F:29])[CH:31]=1)[NH:6][C:7]1[C:16]2[C:11](=[CH:12][CH:13]=[CH:14][C:15]=2[O:17][CH:18]2[CH2:23][CH2:22][N:21]([CH3:24])[CH2:20][CH2:19]2)[N:10]=[CH:9][N:8]=1, predict the reactants needed to synthesize it. The reactants are: Cl.[Cl:2][C:3]1[CH:4]=[C:5]([CH:25]=[CH:26][C:27]=1[OH:28])[NH:6][C:7]1[C:16]2[C:11](=[CH:12][CH:13]=[CH:14][C:15]=2[O:17][CH:18]2[CH2:23][CH2:22][N:21]([CH3:24])[CH2:20][CH2:19]2)[N:10]=[CH:9][N:8]=1.[F:29][C:30]1[CH:31]=[C:32]([CH:35]=[CH:36][C:37]=1[F:38])[CH2:33]Cl. (2) Given the product [F:1][C:2]1[CH:10]=[C:9]([C:8]([O:7][CH2:6][CH3:5])=[O:11])[C:29]2[C:30](=[O:31])[CH:27]([C:26]3[N:22]([CH3:21])[N:23]=[CH:24][N:25]=3)[CH:13]([C:14]3[CH:15]=[CH:16][C:17]([F:20])=[CH:18][CH:19]=3)[NH:12][C:4]=2[CH:3]=1, predict the reactants needed to synthesize it. The reactants are: [F:1][C:2]1[CH:10]=[C:9]2[C:5]([CH2:6][O:7][C:8]2=[O:11])=[C:4](/[N:12]=[CH:13]/[C:14]2[CH:19]=[CH:18][C:17]([F:20])=[CH:16][CH:15]=2)[CH:3]=1.[CH3:21][N:22]1[C:26]([CH:27]=O)=[N:25][CH:24]=[N:23]1.[CH3:29][CH2:30][O-:31].[Na+]. (3) Given the product [N+:23]([C:26]1[CH:31]=[CH:30][C:29]([C:2]2[CH:10]=[C:9]3[C:5]([C:6]([C:18]([O:20][CH2:21][CH3:22])=[O:19])=[N:7][N:8]3[C:11]([O:13][C:14]([CH3:17])([CH3:16])[CH3:15])=[O:12])=[CH:4][CH:3]=2)=[CH:28][CH:27]=1)([O-:25])=[O:24], predict the reactants needed to synthesize it. The reactants are: Br[C:2]1[CH:10]=[C:9]2[C:5]([C:6]([C:18]([O:20][CH2:21][CH3:22])=[O:19])=[N:7][N:8]2[C:11]([O:13][C:14]([CH3:17])([CH3:16])[CH3:15])=[O:12])=[CH:4][CH:3]=1.[N+:23]([C:26]1[CH:31]=[CH:30][C:29](B(O)O)=[CH:28][CH:27]=1)([O-:25])=[O:24].C(=O)([O-])[O-].[K+].[K+].C(OCC)(=O)C.